This data is from Catalyst prediction with 721,799 reactions and 888 catalyst types from USPTO. The task is: Predict which catalyst facilitates the given reaction. (1) Reactant: S(Cl)(Cl)=O.[C:5]([C:9]1[CH:14]=[CH:13][C:12]([S:15]([NH:18][C:19]2[CH:24]=[CH:23][C:22]([Cl:25])=[CH:21][C:20]=2[C:26]([NH:28][NH:29][C:30](=[O:36])[CH2:31][O:32][CH:33]([CH3:35])[CH3:34])=O)(=[O:17])=[O:16])=[CH:11][CH:10]=1)([CH3:8])([CH3:7])[CH3:6].N1C=CC=CC=1. Product: [C:5]([C:9]1[CH:14]=[CH:13][C:12]([S:15]([NH:18][C:19]2[CH:24]=[CH:23][C:22]([Cl:25])=[CH:21][C:20]=2[C:26]2[O:36][C:30]([CH2:31][O:32][CH:33]([CH3:35])[CH3:34])=[N:29][N:28]=2)(=[O:17])=[O:16])=[CH:11][CH:10]=1)([CH3:6])([CH3:8])[CH3:7]. The catalyst class is: 27. (2) Product: [CH3:1][O:2][C:3]([C:5]1[S:6][C:7]([S:21][CH3:22])=[C:8]([S:10]([C:13]2[CH:14]=[N:15][CH:16]=[C:17]([Br:19])[CH:18]=2)(=[O:11])=[O:12])[CH:9]=1)=[O:4]. Reactant: [CH3:1][O:2][C:3]([C:5]1[S:6][C:7]([S:21][CH3:22])=[C:8]([S:10]([C:13]2[CH:14]=[N:15][C:16](Cl)=[C:17]([Br:19])[CH:18]=2)(=[O:12])=[O:11])[CH:9]=1)=[O:4]. The catalyst class is: 763.